This data is from Full USPTO retrosynthesis dataset with 1.9M reactions from patents (1976-2016). The task is: Predict the reactants needed to synthesize the given product. (1) Given the product [CH3:1][O:2][C:3]1[CH:4]=[C:5]([CH:32]=[CH:33][C:34]=1[O:35][CH3:36])[CH2:6][CH:7]1[C:13]2[CH:14]=[C:15]([O:20][CH3:21])[C:16]([O:18][CH3:19])=[CH:17][C:12]=2[CH2:11][CH2:10][CH2:9][N:8]1[CH:22]([C:26]1[CH:31]=[CH:30][CH:29]=[CH:28][CH:27]=1)[C:23]([NH:38][CH:39]1[CH2:47][C:46]2[C:41](=[CH:42][CH:43]=[CH:44][CH:45]=2)[CH2:40]1)=[O:24], predict the reactants needed to synthesize it. The reactants are: [CH3:1][O:2][C:3]1[CH:4]=[C:5]([CH:32]=[CH:33][C:34]=1[O:35][CH3:36])[CH2:6][CH:7]1[C:13]2[CH:14]=[C:15]([O:20][CH3:21])[C:16]([O:18][CH3:19])=[CH:17][C:12]=2[CH2:11][CH2:10][CH2:9][N:8]1[CH:22]([C:26]1[CH:31]=[CH:30][CH:29]=[CH:28][CH:27]=1)[C:23](O)=[O:24].Cl.[NH2:38][CH:39]1[CH2:47][C:46]2[C:41](=[CH:42][CH:43]=[CH:44][CH:45]=2)[CH2:40]1. (2) Given the product [CH3:19][C:16]1[O:15][C:14]([CH:8]([C:9]2([CH3:13])[CH2:10][O:11][CH2:12]2)[NH2:7])=[N:18][N:17]=1, predict the reactants needed to synthesize it. The reactants are: CC(S([NH:7][CH:8]([C:14]1[O:15][C:16]([CH3:19])=[N:17][N:18]=1)[C:9]1([CH3:13])[CH2:12][O:11][CH2:10]1)=O)(C)C.Cl.O1CCOCC1. (3) Given the product [Cl:1][C:2]1[CH:10]=[CH:9][CH:8]=[C:7]2[C:3]=1[C:4]([C:15]([OH:20])=[O:21])=[CH:5][N:6]2[CH:11]1[CH2:12][O:13][CH2:14]1, predict the reactants needed to synthesize it. The reactants are: [Cl:1][C:2]1[CH:10]=[CH:9][CH:8]=[C:7]2[C:3]=1[C:4]([C:15](=[O:20])C(F)(F)F)=[CH:5][N:6]2[CH:11]1[CH2:14][O:13][CH2:12]1.[OH-:21].[K+]. (4) Given the product [CH:34]1[N:35]=[C:36]([NH2:37])[C:31]2[N:30]=[CH:29][N:28]([C@@H:26]3[O:27][C@H:23]([CH2:22][O:21][P:18]([O:17][P:14]([O:13][CH2:12][C@H:10]4[O:11][C@@H:7]([N:5]5[CH:4]=[C:3]([C:42]([NH2:44])=[O:43])[CH2:2][CH:1]=[CH:6]5)[C@H:8]([OH:41])[C@@H:9]4[OH:40])([OH:16])=[O:15])([OH:20])=[O:19])[C@@H:24]([OH:39])[C@H:25]3[OH:38])[C:32]=2[N:33]=1, predict the reactants needed to synthesize it. The reactants are: [CH:1]1[CH:6]=[N+:5]([C@@H:7]2[O:11][C@H:10]([CH2:12][O:13][P:14]([O:17][P:18]([O:21][CH2:22][C@H:23]3[O:27][C@@H:26]([N:28]4[C:32]5[N:33]=[CH:34][N:35]=[C:36]([NH2:37])[C:31]=5[N:30]=[CH:29]4)[C@H:25]([OH:38])[C@@H:24]3[OH:39])([OH:20])=[O:19])([OH:16])=[O:15])[C@@H:9]([OH:40])[C@H:8]2[OH:41])[CH:4]=[C:3]([C:42]([NH2:44])=[O:43])[CH:2]=1. (5) Given the product [N:27]1([CH2:26][C:25]2[CH:24]=[CH:23][C:22]([C:7]3[CH:6]=[C:5]([CH2:1][CH2:2][CH2:3][CH3:4])[S:9][C:8]=3[S:10]([NH:13][C:14]([CH3:17])([CH3:16])[CH3:15])(=[O:12])=[O:11])=[CH:33][CH:32]=2)[CH:31]=[CH:30][N:29]=[CH:28]1, predict the reactants needed to synthesize it. The reactants are: [CH2:1]([C:5]1[S:9][C:8]([S:10]([NH:13][C:14]([CH3:17])([CH3:16])[CH3:15])(=[O:12])=[O:11])=[C:7](B(O)O)[CH:6]=1)[CH2:2][CH2:3][CH3:4].Br[C:22]1[CH:33]=[CH:32][C:25]([CH2:26][N:27]2[CH:31]=[CH:30][N:29]=[CH:28]2)=[CH:24][CH:23]=1.C1(C)C=CC=CC=1.[OH-].[Na+].